From a dataset of Full USPTO retrosynthesis dataset with 1.9M reactions from patents (1976-2016). Predict the reactants needed to synthesize the given product. (1) Given the product [O:1]1[C:5]2[CH:6]=[CH:7][CH:8]=[CH:9][C:4]=2[N:3]=[C:2]1[C:10]1[CH:17]=[CH:16][C:13]([CH:14]([OH:15])[CH:20]([OH:21])[C:19](=[O:30])[CH3:23])=[CH:12][CH:11]=1, predict the reactants needed to synthesize it. The reactants are: [O:1]1[C:5]2[CH:6]=[CH:7][CH:8]=[CH:9][C:4]=2[N:3]=[C:2]1[C:10]1[CH:17]=[CH:16][C:13]([CH:14]=[O:15])=[CH:12][CH:11]=1.N1CC[CH2:23][C@H:19]1[C:20](O)=[O:21].[NH4+].[Cl-].C(OCC)(=[O:30])C. (2) Given the product [Cl:8][C:7]1[C:2]([N:15]2[CH2:16][CH2:17][N:12]([CH:9]([CH3:11])[CH3:10])[CH2:13][CH2:14]2)=[N:3][CH:4]=[CH:5][N:6]=1, predict the reactants needed to synthesize it. The reactants are: Cl[C:2]1[C:7]([Cl:8])=[N:6][CH:5]=[CH:4][N:3]=1.[CH:9]([N:12]1[CH2:17][CH2:16][NH:15][CH2:14][CH2:13]1)([CH3:11])[CH3:10].C(=O)([O-])[O-].[K+].[K+].CCCCCC.